Dataset: Forward reaction prediction with 1.9M reactions from USPTO patents (1976-2016). Task: Predict the product of the given reaction. (1) Given the reactants [Cl:1][C:2]1[CH:9]=[CH:8][C:5]([CH:6]=[O:7])=[CH:4][C:3]=1[F:10].[CH3:11][Li], predict the reaction product. The product is: [Cl:1][C:2]1[CH:9]=[CH:8][C:5]([CH:6]([OH:7])[CH3:11])=[CH:4][C:3]=1[F:10]. (2) The product is: [Cl:1][C:2]1[CH:10]=[C:9]2[C:5]([C:6]([C:11]([O:13][CH3:14])=[O:12])=[CH:7][NH:8]2)=[CH:4][C:3]=1[C:24]1[CH:29]=[CH:28][C:27]([C:30]2([OH:34])[CH2:31][CH2:32][CH2:33]2)=[C:26]([F:35])[CH:25]=1. Given the reactants [Cl:1][C:2]1[CH:10]=[C:9]2[C:5]([C:6]([C:11]([O:13][CH3:14])=[O:12])=[CH:7][NH:8]2)=[CH:4][C:3]=1B1OCC(C)(C)CO1.Br[C:24]1[CH:29]=[CH:28][C:27]([C:30]2([OH:34])[CH2:33][CH2:32][CH2:31]2)=[C:26]([F:35])[CH:25]=1.C(=O)([O-])[O-].[K+].[K+].C1(C)C=CC=CC=1, predict the reaction product. (3) Given the reactants [CH2:1]([O:8][C:9]1[CH:14]=[CH:13][C:12]([C:15]([C:17]2[C:22](F)=[CH:21][CH:20]=[CH:19][N:18]=2)=O)=[CH:11][CH:10]=1)[C:2]1[CH:7]=[CH:6][CH:5]=[CH:4][CH:3]=1.O.[NH2:25][NH2:26], predict the reaction product. The product is: [CH2:1]([O:8][C:9]1[CH:14]=[CH:13][C:12]([C:15]2[C:17]3=[N:18][CH:19]=[CH:20][CH:21]=[C:22]3[NH:26][N:25]=2)=[CH:11][CH:10]=1)[C:2]1[CH:7]=[CH:6][CH:5]=[CH:4][CH:3]=1. (4) Given the reactants [C:1](=[O:19])([O:17][CH3:18])[O:2][C:3]1[CH:8]=[CH:7][C:6]([F:9])=[CH:5][C:4]=1[C:10]1([CH3:16])[CH2:15][CH2:14][CH2:13][CH2:12][CH2:11]1.[N+:20]([O-])([O-:22])=[O:21].[K+], predict the reaction product. The product is: [C:1](=[O:19])([O:17][CH3:18])[O:2][C:3]1[CH:8]=[C:7]([N+:20]([O-:22])=[O:21])[C:6]([F:9])=[CH:5][C:4]=1[C:10]1([CH3:16])[CH2:15][CH2:14][CH2:13][CH2:12][CH2:11]1. (5) Given the reactants [C:1]([C:3]1[C:4]([N:18]2[CH2:21][CH:20]([C:22](O)=[O:23])[CH2:19]2)=[N:5][C:6]([C:14]([F:17])([F:16])[F:15])=[C:7]([C:9]([O:11][CH2:12][CH3:13])=[O:10])[CH:8]=1)#[N:2].[F:25][C:26]1[CH:31]=[CH:30][CH:29]=[C:28]([F:32])[C:27]=1[CH2:33][S:34]([NH2:37])(=[O:36])=[O:35], predict the reaction product. The product is: [C:1]([C:3]1[C:4]([N:18]2[CH2:19][CH:20]([C:22](=[O:23])[NH:37][S:34]([CH2:33][C:27]3[C:28]([F:32])=[CH:29][CH:30]=[CH:31][C:26]=3[F:25])(=[O:35])=[O:36])[CH2:21]2)=[N:5][C:6]([C:14]([F:16])([F:15])[F:17])=[C:7]([CH:8]=1)[C:9]([O:11][CH2:12][CH3:13])=[O:10])#[N:2]. (6) Given the reactants [CH2:1]([C:4]1([NH:16][O:17][CH3:18])[C:13]2[C:8](=[CH:9][CH:10]=[CH:11][CH:12]=2)[C:7](=[O:14])[CH:6]=[C:5]1O)[CH:2]=C.[CH:19](=[O:23])[CH:20]([CH3:22])[CH3:21].[C:24](O)(=O)C.S([O-])([O-])(=O)=O.[Mg+2].Cl[CH2:35][CH2:36]Cl, predict the reaction product. The product is: [CH:20]([CH:19]1[N:16]([O:17][CH3:18])[C:4]2([CH2:1][CH:2]=[C:35]([CH3:36])[CH3:24])[C:13]3[C:8]([C:7](=[O:14])[CH:6]=[C:5]2[O:23]1)=[CH:9][CH:10]=[CH:11][CH:12]=3)([CH3:22])[CH3:21]. (7) The product is: [F:14][C:15]1[CH:16]=[C:17]([CH:18]=[CH:1][C:2]2[N:11]([CH3:12])[C:10](=[O:13])[C:9]3[C:4](=[CH:5][CH:6]=[CH:7][CH:8]=3)[N:3]=2)[CH:20]=[CH:21][CH:22]=1. Given the reactants [CH3:1][C:2]1[N:11]([CH3:12])[C:10](=[O:13])[C:9]2[C:4](=[CH:5][CH:6]=[CH:7][CH:8]=2)[N:3]=1.[F:14][C:15]1[CH:16]=[C:17]([CH:20]=[CH:21][CH:22]=1)[CH:18]=O, predict the reaction product.